This data is from Catalyst prediction with 721,799 reactions and 888 catalyst types from USPTO. The task is: Predict which catalyst facilitates the given reaction. (1) Product: [CH2:7]([O:6][CH:4]1[CH2:3][C:2]([NH:1][C:16](=[O:17])[O:18][C:19]([CH3:22])([CH3:21])[CH3:20])([CH2:14][OH:15])[CH2:5]1)[C:8]1[CH:13]=[CH:12][CH:11]=[CH:10][CH:9]=1. Reactant: [NH2:1][C:2]1([CH2:14][OH:15])[CH2:5][CH:4]([O:6][CH2:7][C:8]2[CH:13]=[CH:12][CH:11]=[CH:10][CH:9]=2)[CH2:3]1.[C:16](O[C:16]([O:18][C:19]([CH3:22])([CH3:21])[CH3:20])=[O:17])([O:18][C:19]([CH3:22])([CH3:21])[CH3:20])=[O:17].C(N(CC)CC)C. The catalyst class is: 4. (2) Reactant: [NH2:1][C:2]1[N:7]=[C:6]([S:8]([NH:11][C:12]([C:14]2[C:15](Cl)=[N:16][C:17]([Cl:20])=[CH:18][CH:19]=2)=[O:13])(=[O:10])=[O:9])[CH:5]=[CH:4][CH:3]=1.[CH3:22][C@@H:23]1[CH2:27][CH2:26][C@H:25]([CH3:28])[NH:24]1.C([O-])([O-])=O.[K+].[K+].Cl. Product: [NH2:1][C:2]1[N:7]=[C:6]([S:8]([NH:11][C:12]([C:14]2[C:15]([N:24]3[C@@H:25]([CH3:28])[CH2:26][CH2:27][C@H:23]3[CH3:22])=[N:16][C:17]([Cl:20])=[CH:18][CH:19]=2)=[O:13])(=[O:10])=[O:9])[CH:5]=[CH:4][CH:3]=1. The catalyst class is: 58. (3) The catalyst class is: 1. Reactant: [Na].[Cl:2][C:3]1[CH:4]=[CH:5][C:6]([CH2:9][OH:10])=[N:7][CH:8]=1.[N+]([C:14]1[CH:19]=[CH:18][N+:17]([O-:20])=[CH:16][CH:15]=1)([O-])=O. Product: [Cl:2][C:3]1[CH:4]=[CH:5][C:6]([CH2:9][O:10][C:14]2[CH:19]=[CH:18][N+:17]([O-:20])=[CH:16][CH:15]=2)=[N:7][CH:8]=1. (4) Reactant: Cl[C:2]1[C:7]([C:8]#[N:9])=[C:6]([C:10]2[CH:15]=[CH:14][C:13]([O:16][CH2:17][C@@H:18]([OH:21])[CH2:19][OH:20])=[CH:12][CH:11]=2)[C:5]([C:22]#[N:23])=[C:4]([S:24][CH2:25][C:26]2[N:27]=[C:28]([C:31]3[CH:36]=[CH:35][C:34]([Cl:37])=[CH:33][CH:32]=3)[O:29][CH:30]=2)[N:3]=1.Cl.[CH3:39][NH:40][CH2:41][C:42]([O:44][CH3:45])=[O:43].C(N(CC)CC)C. Product: [Cl:37][C:34]1[CH:35]=[CH:36][C:31]([C:28]2[O:29][CH:30]=[C:26]([CH2:25][S:24][C:4]3[N:3]=[C:2]([N:40]([CH3:39])[CH2:41][C:42]([O:44][CH3:45])=[O:43])[C:7]([C:8]#[N:9])=[C:6]([C:10]4[CH:15]=[CH:14][C:13]([O:16][CH2:17][C@@H:18]([OH:21])[CH2:19][OH:20])=[CH:12][CH:11]=4)[C:5]=3[C:22]#[N:23])[N:27]=2)=[CH:32][CH:33]=1. The catalyst class is: 3. (5) Reactant: [Cl:1][C:2]1[CH:7]=[CH:6][CH:5]=[CH:4][C:3]=1[C:8]1[N:9]=[C:10]([NH:13][C:14]2[CH:19]=[CH:18][C:17]([OH:20])=[CH:16][CH:15]=2)[S:11][CH:12]=1.Cl[CH2:22][C:23]#[N:24].C(=O)([O-])[O-].[Cs+].[Cs+]. Product: [Cl:1][C:2]1[CH:7]=[CH:6][CH:5]=[CH:4][C:3]=1[C:8]1[N:9]=[C:10]([NH:13][C:14]2[CH:15]=[CH:16][C:17]([O:20][CH2:22][C:23]#[N:24])=[CH:18][CH:19]=2)[S:11][CH:12]=1. The catalyst class is: 10.